This data is from Experimentally validated miRNA-target interactions with 360,000+ pairs, plus equal number of negative samples. The task is: Binary Classification. Given a miRNA mature sequence and a target amino acid sequence, predict their likelihood of interaction. (1) The miRNA is cel-miR-2209a-3p with sequence AGAGAUCAGCGGUUACACUACA. The protein sequence of the target gene is MTDAQMADFGAAAQYLRKSEKERLEAQTRPFDIRTECFVPDDKEEYVKAKVVSREGGKVTAETENGKTVTIKEDQVMQQNPPKFDKIEDMAMLTFLHEPAVLYNLKERYAAWMIYTYSGLFCVTVNPYKWLPVYNAEVVAAYRGKKRSEAPPHIFSISDNAYQYMLTDRENQSILITGESGAGKTVNTKRVIQYFASIAAIGDRSKKENPNANKGTLEDQIIQANPALEAFGNAKTVRNDNSSRFGKFIRIHFGATGKLASADIETYLLEKSRVIFQLKAERNYHIFYQILSNKKPELLD.... Result: 0 (no interaction). (2) The miRNA is hsa-miR-3692-3p with sequence GUUCCACACUGACACUGCAGAAGU. The protein sequence of the target gene is MSNKRPNTTDGRTDLANGSLSSSPEEMSGAEEGRETSSGIEVEASDLSLSLTGDDGGPNRTSTESRGTDTESSGEEKDSDSMEDTGHYSINDESRGHGHSDEEDEEQPRHRGQRKRASRDQDSSDDERALEDWVSSETTALPRPRWQALPALRERELGSSARFVYEACGARVFVQRFRLQHGLEGHTGCVNTLHFNQRGTWLASGSDDLKVVVWDWVRRQPVLDFESGHKSNVFQAKFLPNSGDSTLAMCARDGQVRVAELSATQCCKNTKRVAQHKGASHKLALEPDSPCTFLSAGEDA.... Result: 0 (no interaction). (3) The miRNA is hsa-miR-3677-3p with sequence CUCGUGGGCUCUGGCCACGGCC. The protein sequence of the target gene is MYAKGGKGSAVPSDSQAREKLALYVYEYLLHIGAQKSAQTFLSEIRWEKNITLGEPPGFLHSWWCVFWDLYCAAPDRREACEHSGEAKAFQDYSAAAAPSPVMGSMAPGDTMAAGSMAAGFFQGPPGSQPSPHNPNAPMMGPHGQPFMSPRFPGGPRPTLRMPSQPPAGLPGSQPLLPGAMEPSPRAQGHPSMGGPMQRVTPPRGMASVGPQSYGGGMRPPPNSLAGPGLPAMNMGPGVRGPWASPSGNSIPYSSSSPGSYTGPPGGGGPPGTPIMPSPGDSTNSSENMYTIMNPIGQGA.... Result: 0 (no interaction). (4) The miRNA is rno-miR-499-5p with sequence UUAAGACUUGCAGUGAUGUUU. The protein sequence of the target gene is MLPGAWLLWTSLLLLARPAQPCPMGCDCFVQEVFCSDEELATVPLDIPPYTKNIIFVETSFTTLETRAFGSNPNLTKVVFLNTQLCQFRPDAFGGLPRLEDLEVTGSSFLNLSTNIFSNLTSLGKLTLNFNMLEALPEGLFQHLAALESLHLQGNQLQALPRRLFQPLTHLKTLNLAQNLLAQLPEELFHPLTSLQTLKLSNNALSGLPQGVFGKLGSLQELFLDSNNISELPPQVFSQLFCLERLWLQRNAITHLPLSIFASLGNLTFLSLQWNMLRVLPAGLFAHTPCLVGLSLTHNQ.... Result: 0 (no interaction). (5) The miRNA is hsa-miR-1272 with sequence GAUGAUGAUGGCAGCAAAUUCUGAAA. The protein sequence of the target gene is MDRDLLRQSLNCHGSSLLSLLRSEQQDNPHFRSLLGSAAEPARGPPPQHPLQGRKEKRVDNIEIQKFISKKADLLFALSWKSDAPATSEINEDSEDHYAIMPPLEQFMEIPSMDRRELFFRDIERGDIVIGRISSIREFGFFMVLICLGSGIMRDIAHLEITALCPLRDVPSHSNHGDPLSYYQTGDIIRAGIKDIDRYHEKLAVSLYSSSLPPHLSGIKLGVISSEELPLYYRRSVELNSNSLESYENVMQSSLGFVNPGVVEFLLEKLGIDESNPPSLMRGLQSKNFSEDDFASALRK.... Result: 1 (interaction). (6) The miRNA is hsa-miR-132-3p with sequence UAACAGUCUACAGCCAUGGUCG. The protein sequence of the target gene is MEEEVQQHSHCMNCVSRRCMTRPEPGVSCDLIGCPLVCGAVFHSCKADEHRLLCPFERVACLNRNFGCPFTLARNKVAEHLEMCPASVVCCTMEWNRWPVSYSDRKSYESLSRDVDEVAQLDMALALQDQRMLLESLKVATMMSKATDKISEPREQISVKSSVQEIPRTNGLVSVDEESYGALYQATVETTRSLAAALDILNSATRDIGMLNTSLHATANEMDEENNKESFQDKNLKDQDHLDEGEIGAVGGVDYSGTSQNAQAEQNGSSDLLCDLNPSSNGTSALCNGFPLEKMCIQVK.... Result: 0 (no interaction). (7) The miRNA is hsa-miR-3125 with sequence UAGAGGAAGCUGUGGAGAGA. The protein sequence of the target gene is MDQPEAPCSSTGPRLAVARELLLAALEELSQEQLKRFRHKLRDVGPDGRSIPWGRLERADAVDLAEQLAQFYGPEPALEVARKTLKRADARDVAAQLQERRLQRLGLGSGTLLSVSEYKKKYREHVLQLHARVKERNARSVKITKRFTKLLIAPESAAPEEAMGPAEEPEPGRARRSDTHTFNRLFRRDEEGRRPLTVVLQGPAGIGKTMAAKKILYDWAAGKLYQGQVDFAFFMPCGELLERPGTRSLADLILDQCPDRGAPVPQMLAQPQRLLFILDGADELPALGGPEAAPCTDPFE.... Result: 1 (interaction). (8) The miRNA is hsa-miR-593-5p with sequence AGGCACCAGCCAGGCAUUGCUCAGC. The protein sequence of the target gene is MNRKWEAKLKQIEERASHYERKPLSSVYRPRLSKPEEPPSIWRLFHRQAQAFNFVKSCKEDVHVFALECKVGDGQRIYLVTTYAEFWFYYKSRKNLLHCYEVIPENAVCKLYFDLEFNKPANPGADGKKMVALLIEYVCKALQELYGVNCSAEDVLNLDSSTDEKFSRHLIFQLHDVAFKDNIHVGNFLRKILQPALDLLGSEDDDSAPETTGHGFPHFSEAPARQGFSFNKMFTEKATEESWTSNSKKLERLGSAEQSSPDLSFLVVKNNMGEKHLFVDLGVYTRNRNFRLYKSSKIGK.... Result: 0 (no interaction).